This data is from Forward reaction prediction with 1.9M reactions from USPTO patents (1976-2016). The task is: Predict the product of the given reaction. (1) Given the reactants [CH:1]1([C:4]2[N:13]=[C:12]([N:14]3[CH2:19][CH2:18][N:17]([C:20]4[CH:25]=[CH:24][CH:23]=[CH:22][C:21]=4N)[CH2:16][CH2:15]3)[C:11]3[C:6](=[CH:7][C:8]([O:29][CH3:30])=[C:9]([O:27][CH3:28])[CH:10]=3)[N:5]=2)[CH2:3][CH2:2]1.[BH3-][C:32]#[N:33].[Na+].[CH3:35]O, predict the reaction product. The product is: [CH:1]1([C:4]2[N:13]=[C:12]([N:14]3[CH2:19][CH2:18][N:17]([C:20]4[CH:25]=[CH:24][CH:23]=[CH:22][C:21]=4[N:33]([CH3:32])[CH3:35])[CH2:16][CH2:15]3)[C:11]3[C:6](=[CH:7][C:8]([O:29][CH3:30])=[C:9]([O:27][CH3:28])[CH:10]=3)[N:5]=2)[CH2:3][CH2:2]1. (2) Given the reactants [CH3:1][CH2:2][C@@H:3]([C@H:5]1[O:10][C@:9]2([O:15][C@@H:14]3[CH2:16][CH:17]=[C:18]([CH3:61])[C@@H:19]([O:40][C@@H:41]4[O:46][C@@H:45]([CH3:47])[C@H:44]([O:48][C@@H:49]5[O:54][C@@H:53]([CH3:55])[C@H:52]([OH:56])[C@@H:51]([O:57][CH3:58])[CH2:50]5)[C@@H:43]([O:59][CH3:60])[CH2:42]4)[C@@H:20]([CH3:39])[CH:21]=[CH:22][CH:23]=[C:24]4[CH2:25][O:26][C@@H:27]5[C@H:32]([OH:33])[C:31]([CH3:34])=[CH:30][C@@H:29]([C:35]([O:37][C@@H:12]([CH2:13]3)[CH2:11]2)=[O:36])[C@:28]45[OH:38])[CH2:8][CH2:7][C@@H:6]1[CH3:62])[CH3:4].[CH3:63][C@@H:64]1[C@@H:120]([CH:121]([CH3:123])[CH3:122])[O:119][C@:67]2([O:72][C@@H:71]3[CH2:73][CH:74]=[C:75]([CH3:118])[C@@H:76]([O:97][C@@H:98]4[O:103][C@@H:102]([CH3:104])[C@H:101]([O:105][C@@H:106]5[O:111][C@@H:110]([CH3:112])[C@H:109]([OH:113])[C@@H:108]([O:114][CH3:115])[CH2:107]5)[C@@H:100]([O:116][CH3:117])[CH2:99]4)[C@@H:77]([CH3:96])[CH:78]=[CH:79][CH:80]=[C:81]4[CH2:82][O:83][C@@H:84]5[C@H:89]([OH:90])[C:88]([CH3:91])=[CH:87][C@@H:86]([C:92]([O:94][C@@H:69]([CH2:70]3)[CH2:68]2)=[O:93])[C@:85]45[OH:95])[CH2:66][CH2:65]1.CC(C)=O, predict the reaction product. The product is: [CH3:1][CH2:2][C@@H:3]([C@H:5]1[O:10][C@:9]2([O:15][C@@H:14]3[CH2:16][CH:17]=[C:18]([CH3:61])[C@@H:19]([O:40][C@@H:41]4[O:46][C@@H:45]([CH3:47])[C@H:44]([O:48][C@@H:49]5[O:54][C@@H:53]([CH3:55])[C@H:52]([OH:56])[C@@H:51]([O:57][CH3:58])[CH2:50]5)[C@@H:43]([O:59][CH3:60])[CH2:42]4)[C@@H:20]([CH3:39])[CH:21]=[CH:22][CH:23]=[C:24]4[CH2:25][O:26][C@@H:27]5[C@H:32]([OH:33])[C:31]([CH3:34])=[CH:30][C@@H:29]([C:35]([O:37][C@@H:12]([CH2:13]3)[CH2:11]2)=[O:36])[C@:28]45[OH:38])[CH2:8][CH2:7][C@@H:6]1[CH3:62])[CH3:4].[CH3:63][C@@H:64]1[C@@H:120]([CH:121]([CH3:123])[CH3:122])[O:119][C@:67]2([O:72][C@@H:71]3[CH2:73][CH:74]=[C:75]([CH3:118])[C@@H:76]([O:97][C@@H:98]4[O:103][C@@H:102]([CH3:104])[C@H:101]([O:105][C@@H:106]5[O:111][C@@H:110]([CH3:112])[C@H:109]([OH:113])[C@@H:108]([O:114][CH3:115])[CH2:107]5)[C@@H:100]([O:116][CH3:117])[CH2:99]4)[C@@H:77]([CH3:96])[CH:78]=[CH:79][CH:80]=[C:81]4[CH2:82][O:83][C@@H:84]5[C@H:89]([OH:90])[C:88]([CH3:91])=[CH:87][C@@H:86]([C:92]([O:94][C@@H:69]([CH2:70]3)[CH2:68]2)=[O:93])[C@:85]45[OH:95])[CH2:66][CH2:65]1. (3) The product is: [CH3:12][O:13][C:14]1[CH:15]=[CH:16][C:17]([CH2:18][O:19][C:20](=[O:38])[C:21]2[CH:26]=[C:25]([O:27][CH2:28][C:29]3[CH:30]=[CH:31][C:32]([O:35][CH3:36])=[CH:33][CH:34]=3)[CH:24]=[CH:23][C:22]=2/[CH:9]=[CH:8]/[C:5]2[CH:6]=[CH:7][C:2]([F:1])=[C:3]([O:10][CH3:11])[CH:4]=2)=[CH:39][CH:40]=1. Given the reactants [F:1][C:2]1[CH:7]=[CH:6][C:5]([CH:8]=[CH2:9])=[CH:4][C:3]=1[O:10][CH3:11].[CH3:12][O:13][C:14]1[CH:40]=[CH:39][C:17]([CH2:18][O:19][C:20](=[O:38])[C:21]2[CH:26]=[C:25]([O:27][CH2:28][C:29]3[CH:34]=[CH:33][C:32]([O:35][CH3:36])=[CH:31][CH:30]=3)[CH:24]=[CH:23][C:22]=2I)=[CH:16][CH:15]=1.C(N(CC)CC)C.C1(C)C=CC=CC=1P(C1C=CC=CC=1C)C1C=CC=CC=1C, predict the reaction product. (4) Given the reactants [CH2:1]([NH:8][CH2:9][CH2:10][NH:11][C:12](=[O:18])[O:13][C:14]([CH3:17])([CH3:16])[CH3:15])[C:2]1[CH:7]=[CH:6][CH:5]=[CH:4][CH:3]=1.I[CH3:20], predict the reaction product. The product is: [CH2:1]([N:8]([CH2:9][CH2:10][NH:11][C:12](=[O:18])[O:13][C:14]([CH3:15])([CH3:17])[CH3:16])[CH3:20])[C:2]1[CH:7]=[CH:6][CH:5]=[CH:4][CH:3]=1. (5) The product is: [CH3:1][C:2]([O:10][SiH:30]([CH:32]([CH3:34])[CH3:33])[CH:27]([CH3:29])[CH3:28])([C:5]#[C:6][C:7]([CH3:9])=[CH2:8])[CH:3]=[CH2:4]. Given the reactants [CH3:1][C:2]([OH:10])([C:5]#[C:6][C:7]([CH3:9])=[CH2:8])[CH:3]=[CH2:4].C(N(CC)CC)C.CN(C1C=CC=CN=1)C.[CH:27]([SiH:30]([CH:32]([CH3:34])[CH3:33])Cl)([CH3:29])[CH3:28], predict the reaction product. (6) Given the reactants C([N:8]1[CH2:13][CH2:12][CH:11]([C:14]2[N:18]([CH3:19])[N:17]=[N:16][N:15]=2)[CH2:10][CH2:9]1)C1C=CC=CC=1, predict the reaction product. The product is: [CH3:19][N:18]1[C:14]([CH:11]2[CH2:12][CH2:13][NH:8][CH2:9][CH2:10]2)=[N:15][N:16]=[N:17]1.